This data is from Forward reaction prediction with 1.9M reactions from USPTO patents (1976-2016). The task is: Predict the product of the given reaction. (1) Given the reactants [OH:1][C@:2]1([CH2:9][NH:10][C:11]([C:13]2[C:14]3[CH:15]=[CH:16][C:17](Cl)=[N:18][C:19]=3[CH:20]=[CH:21][C:22]=2[Cl:23])=[O:12])[CH2:7][CH2:6][CH2:5][C@@H:4]([CH3:8])[CH2:3]1.CCN(C(C)C)C(C)C.[CH3:34][N:35]([CH3:41])[CH:36]1[CH2:40][CH2:39][NH:38][CH2:37]1, predict the reaction product. The product is: [OH:1][C@:2]1([CH2:9][NH:10][C:11]([C:13]2[C:14]3[CH:15]=[CH:16][C:17]([N:38]4[CH2:39][CH2:40][CH:36]([N:35]([CH3:41])[CH3:34])[CH2:37]4)=[N:18][C:19]=3[CH:20]=[CH:21][C:22]=2[Cl:23])=[O:12])[CH2:7][CH2:6][CH2:5][C@@H:4]([CH3:8])[CH2:3]1. (2) The product is: [C:22]1([O:14][C:11]2[CH:10]=[CH:9][CH:8]=[CH:13][CH:12]=2)[CH:21]=[CH:10][CH:9]=[CH:8][CH:13]=1. Given the reactants C(NCC[C:8]1[CH:13]=[CH:12][C:11]([OH:14])=[CH:10][CH:9]=1)(=O)CC.[H-].[Na+].C(O[CH2:21][CH3:22])(=O)C, predict the reaction product. (3) Given the reactants [C:1]([O:4][C:5](=[O:7])[CH3:6])(=O)[CH3:2].[CH2:8]1[CH2:32][O:31][C:10]2([CH2:15][CH2:14][C@H:13]3[C@H:16]4[C@H:25]([CH2:26][CH2:27][C@:11]23[CH3:12])[C:24]2[CH:23]=[C:22]([O:28][CH3:29])C(O)=C[C:19]=2[CH2:18][CH2:17]4)[O:9]1.N1C=CC=CC=1, predict the reaction product. The product is: [C:5]([O:4][C:1]1[C:22]([O:28][CH3:29])=[CH:23][C:24]2[C@@H:25]3[C@H:16]([C@H:13]4[C@@:11]([CH2:27][CH2:26]3)([CH3:12])[C:10]3([O:9][CH2:8][CH2:32][O:31]3)[CH2:15][CH2:14]4)[CH2:17][CH2:18][C:19]=2[CH:2]=1)(=[O:7])[CH3:6]. (4) Given the reactants [NH2:1][C@@H:2]([CH2:15][CH:16]1[CH2:21][CH2:20][CH2:19][CH2:18][CH2:17]1)[CH2:3][N:4]1[C:12](=[O:13])[C:11]2[C:6](=[CH:7][CH:8]=[CH:9][CH:10]=2)[C:5]1=[O:14].[Br:22][C:23]1[CH:32]=[CH:31][C:26]([C:27](OC)=[O:28])=[C:25]([CH2:33]Br)[CH:24]=1.C(N(CC)C(C)C)(C)C.C(O)CCC, predict the reaction product. The product is: [Br:22][C:23]1[CH:24]=[C:25]2[C:26](=[CH:31][CH:32]=1)[C:27](=[O:28])[N:1]([C@@H:2]([CH2:15][CH:16]1[CH2:21][CH2:20][CH2:19][CH2:18][CH2:17]1)[CH2:3][N:4]1[C:5](=[O:14])[C:6]3[C:11](=[CH:10][CH:9]=[CH:8][CH:7]=3)[C:12]1=[O:13])[CH2:33]2. (5) Given the reactants C[O:2][C:3](=[O:32])[C:4]1[CH:9]=[CH:8][C:7]([C:10]2[CH:15]=[CH:14][C:13]([CH:16]([CH3:30])[C:17]([OH:29])([C:22]3[CH:27]=[CH:26][N:25]=[C:24]([CH3:28])[CH:23]=3)[C:18]([F:21])([F:20])[F:19])=[C:12]([Cl:31])[CH:11]=2)=[N:6][CH:5]=1.[Li+].[OH-].CO, predict the reaction product. The product is: [Cl:31][C:12]1[CH:11]=[C:10]([C:7]2[CH:8]=[CH:9][C:4]([C:3]([OH:32])=[O:2])=[CH:5][N:6]=2)[CH:15]=[CH:14][C:13]=1[CH:16]([CH3:30])[C:17]([OH:29])([C:22]1[CH:27]=[CH:26][N:25]=[C:24]([CH3:28])[CH:23]=1)[C:18]([F:20])([F:19])[F:21]. (6) Given the reactants Br[C:2]1[N:7]=[CH:6][C:5]2[C:8]([C:14]([NH2:16])=[O:15])=[CH:9][N:10]([CH:11]([CH3:13])[CH3:12])[C:4]=2[CH:3]=1.[NH2:17][C:18]1[CH:23]=[CH:22][N:21]=[C:20]([Cl:24])[N:19]=1.C([O-])([O-])=O.[Cs+].[Cs+], predict the reaction product. The product is: [Cl:24][C:20]1[N:19]=[C:18]([NH:17][C:2]2[N:7]=[CH:6][C:5]3[C:8]([C:14]([NH2:16])=[O:15])=[CH:9][N:10]([CH:11]([CH3:13])[CH3:12])[C:4]=3[CH:3]=2)[CH:23]=[CH:22][N:21]=1. (7) Given the reactants O=[C:2]1[CH2:7][CH2:6][CH2:5][CH2:4][CH:3]1[C:8]([O:10][CH2:11][CH3:12])=[O:9].[CH2:13]([NH2:18])[CH2:14][CH:15]([CH3:17])[CH3:16], predict the reaction product. The product is: [CH2:11]([O:10][C:8]([CH:3]1[CH2:4][CH2:5][CH2:6][CH2:7][CH:2]1[NH:18][CH2:13][CH2:14][CH:15]([CH3:17])[CH3:16])=[O:9])[CH3:12]. (8) Given the reactants [Cl:1][C:2]1[CH:3]=[N:4][C:5]([O:11][CH2:12][C:13]2[CH:18]=[CH:17][CH:16]=[CH:15][C:14]=2[Cl:19])=[C:6]([CH:10]=1)[C:7]([OH:9])=O.Cl.[NH2:21][C@H:22]([C:24]1[CH:33]=[CH:32][C:27]([C:28]([O:30][CH3:31])=[O:29])=[CH:26][CH:25]=1)[CH3:23], predict the reaction product. The product is: [Cl:1][C:2]1[CH:10]=[C:6]([C:7]([NH:21][C@H:22]([C:24]2[CH:33]=[CH:32][C:27]([C:28]([O:30][CH3:31])=[O:29])=[CH:26][CH:25]=2)[CH3:23])=[O:9])[C:5]([O:11][CH2:12][C:13]2[CH:18]=[CH:17][CH:16]=[CH:15][C:14]=2[Cl:19])=[N:4][CH:3]=1.